From a dataset of Experimentally validated miRNA-target interactions with 360,000+ pairs, plus equal number of negative samples. Binary Classification. Given a miRNA mature sequence and a target amino acid sequence, predict their likelihood of interaction. The miRNA is mmu-miR-876-5p with sequence UGGAUUUCUCUGUGAAUCACUA. The protein sequence of the target gene is MEPRVAELKQKIEDTLCPFGFEVYPFQVAWYNELLPPAFHLPFPGPTLAFLVLSTPAMFDRALKPFLKSCHFQTLRDPVDQCVSYHLRSVTEKFPEVHMEVIADYEVHPNRRPKILAQTAAHVAGAAYYYQRQDVDADPWGTQHIAGVCIHPRFGGWFAIRGVMLLPGIEVPNLPPRKPPDCVPTRAGRITLLEGFNFHWRDWTYRDAVTPEERYSEEQKIYFSTPPAQRLALLGLAQPSEHPSTTSELPLSLLTKPQNSRRARSWLSPSVSPPVSPGP. Result: 1 (interaction).